Task: Predict the product of the given reaction.. Dataset: Forward reaction prediction with 1.9M reactions from USPTO patents (1976-2016) (1) Given the reactants Cl.[F:2][C:3]1[CH:8]=[CH:7][C:6]([NH:9][C:10]2[CH:15]=[CH:14][N:13]=[C:12]([NH:16][C:17]3[CH:22]=[CH:21][C:20]([S:23]([Cl:26])(=[O:25])=[O:24])=[CH:19][CH:18]=3)[N:11]=2)=[CH:5][C:4]=1[CH3:27].C(OC(=O)[NH:34][CH2:35][CH2:36][NH:37][CH:38]1[CH2:43][CH2:42][N:41]([CH3:44])[CH2:40][CH2:39]1)(C)(C)C, predict the reaction product. The product is: [ClH:26].[NH2:34][CH2:35][CH2:36][N:37]([CH:38]1[CH2:39][CH2:40][N:41]([CH3:44])[CH2:42][CH2:43]1)[S:23]([C:20]1[CH:21]=[CH:22][C:17]([NH:16][C:12]2[N:11]=[C:10]([NH:9][C:6]3[CH:7]=[CH:8][C:3]([F:2])=[C:4]([CH3:27])[CH:5]=3)[CH:15]=[CH:14][N:13]=2)=[CH:18][CH:19]=1)(=[O:25])=[O:24]. (2) Given the reactants [CH2:1]([NH:8][CH2:9][CH2:10][CH2:11][OH:12])[C:2]1[CH:7]=[CH:6][CH:5]=[CH:4][CH:3]=1.[CH2:13]([O:20][CH2:21][C@@H:22]1[CH2:24][O:23]1)[C:14]1[CH:19]=[CH:18][CH:17]=[CH:16][CH:15]=1, predict the reaction product. The product is: [CH2:1]([N:8]([CH2:24][C@H:22]([OH:23])[CH2:21][O:20][CH2:13][C:14]1[CH:19]=[CH:18][CH:17]=[CH:16][CH:15]=1)[CH2:9][CH2:10][CH2:11][OH:12])[C:2]1[CH:7]=[CH:6][CH:5]=[CH:4][CH:3]=1. (3) The product is: [CH2:1]([C:8]1[C:13]([O:14][CH3:15])=[CH:12][CH:11]=[CH:10][C:9]=1[CH2:16][CH2:17][CH2:18][C:19]([OH:21])=[O:20])[C:2]1[CH:3]=[CH:4][CH:5]=[CH:6][CH:7]=1. Given the reactants [CH2:1]([C:8]1[C:13]([O:14][CH3:15])=[CH:12][CH:11]=[CH:10][C:9]=1[CH2:16][CH2:17][CH2:18][C:19]([O:21]CC)=[O:20])[C:2]1[CH:7]=[CH:6][CH:5]=[CH:4][CH:3]=1.[OH-].[Na+].O, predict the reaction product. (4) The product is: [O:44]1[CH2:49][CH2:48][O:47][CH2:46][CH:45]1[C:50]1[C:58]2[S:57][C:56]([NH:59][C:8](=[O:10])[CH2:7][CH:4]3[CH2:3][CH2:2][O:1][CH2:6][CH2:5]3)=[N:55][C:54]=2[C:53]([O:60][CH3:61])=[CH:52][CH:51]=1. Given the reactants [O:1]1[CH2:6][CH2:5][CH:4]([CH2:7][C:8]([OH:10])=O)[CH2:3][CH2:2]1.CN(C(ON1N=NC2C=CC=NC1=2)=[N+](C)C)C.F[P-](F)(F)(F)(F)F.C(N(C(C)C)C(C)C)C.[O:44]1[CH2:49][CH2:48][O:47][CH2:46][CH:45]1[C:50]1[C:58]2[S:57][C:56]([NH2:59])=[N:55][C:54]=2[C:53]([O:60][CH3:61])=[CH:52][CH:51]=1, predict the reaction product. (5) Given the reactants [CH3:1][C@@H:2]1[CH2:7][CH2:6][CH2:5][CH2:4][C@@H:3]1[NH:8][C:9]1[C:14]([C:15]([O:17][CH2:18][CH3:19])=[O:16])=[CH:13][N:12]=[C:11]2[NH:20][CH:21]=[CH:22][C:10]=12.[H-].[Na+].Cl[CH2:26][O:27][CH2:28][CH2:29][Si:30]([CH3:33])([CH3:32])[CH3:31].O, predict the reaction product. The product is: [CH3:1][C@@H:2]1[CH2:7][CH2:6][CH2:5][CH2:4][C@@H:3]1[NH:8][C:9]1[C:14]([C:15]([O:17][CH2:18][CH3:19])=[O:16])=[CH:13][N:12]=[C:11]2[N:20]([CH2:26][O:27][CH2:28][CH2:29][Si:30]([CH3:33])([CH3:32])[CH3:31])[CH:21]=[CH:22][C:10]=12. (6) Given the reactants [Cl:1][C:2]1[N:7]=[C:6](Cl)[C:5]([C:9]([O:11][CH2:12][CH3:13])=[O:10])=[CH:4][N:3]=1.Cl.[C:15]([N:22]1[CH2:27][CH2:26][CH:25]([CH2:28][NH2:29])[CH2:24][CH2:23]1)([O:17][C:18]([CH3:21])([CH3:20])[CH3:19])=[O:16].C(N(CC)CC)C.O, predict the reaction product. The product is: [C:18]([O:17][C:15]([N:22]1[CH2:27][CH2:26][CH:25]([CH2:28][NH:29][C:6]2[C:5]([C:9]([O:11][CH2:12][CH3:13])=[O:10])=[CH:4][N:3]=[C:2]([Cl:1])[N:7]=2)[CH2:24][CH2:23]1)=[O:16])([CH3:21])([CH3:20])[CH3:19]. (7) Given the reactants [NH2:1][CH2:2][CH2:3][NH:4][CH:5]([C:9]1[O:10][C:11]2[C:16]([C:17](=[O:26])[C:18]=1[CH2:19][C:20]1[CH:25]=[CH:24][CH:23]=[CH:22][CH:21]=1)=[CH:15][CH:14]=[C:13]([Cl:27])[CH:12]=2)[CH:6]([CH3:8])[CH3:7].C(N(CC)CC)C.[C:35]1([CH3:42])[CH:40]=[CH:39]C(Cl)=[CH:37][CH:36]=1.CC[O:45][CH2:46][CH3:47], predict the reaction product. The product is: [CH2:19]([C:18]1[C:17](=[O:26])[C:16]2[C:11](=[CH:12][C:13]([Cl:27])=[CH:14][CH:15]=2)[O:10][C:9]=1[CH:5]([NH:4][CH2:3][CH2:2][NH:1][C:46](=[O:45])[C:47]1[CH:39]=[CH:40][C:35]([CH3:42])=[CH:36][CH:37]=1)[CH:6]([CH3:7])[CH3:8])[C:20]1[CH:21]=[CH:22][CH:23]=[CH:24][CH:25]=1.